Dataset: Reaction yield outcomes from USPTO patents with 853,638 reactions. Task: Predict the reaction yield, written as a fraction of the theoretical maximum amount of product (1.0 means a 100% yield; for example, 0.34 means a 34% yield). (1) The yield is 0.778. The reactants are [CH3:1][C:2]1[C:7]([CH3:8])=[CH:6][CH:5]=[CH:4][C:3]=1[N:9]1[CH2:14][CH2:13][N:12]([CH2:15][CH2:16][NH2:17])[CH2:11][CH2:10]1.[Cl:18][C:19]1[CH:24]=[CH:23][C:22]([C:25]2[N:29]([C:30]([CH3:33])([CH3:32])[CH3:31])[N:28]=[C:27]([CH:34]=O)[CH:26]=2)=[CH:21][CH:20]=1. No catalyst specified. The product is [C:30]([N:29]1[C:25]([C:22]2[CH:21]=[CH:20][C:19]([Cl:18])=[CH:24][CH:23]=2)=[CH:26][C:27]([CH2:34][NH:17][CH2:16][CH2:15][N:12]2[CH2:11][CH2:10][N:9]([C:3]3[CH:4]=[CH:5][CH:6]=[C:7]([CH3:8])[C:2]=3[CH3:1])[CH2:14][CH2:13]2)=[N:28]1)([CH3:33])([CH3:32])[CH3:31]. (2) The product is [N+:14]([C:13]([CH3:8])([CH3:12])[CH2:4][C:5]1[C:9]2[C:8](=[C:13]([N+:14]([O-:16])=[O:15])[CH:12]=[CH:11][CH:10]=2)[NH:7][CH:6]=1)([O-:16])=[O:15]. The catalyst is [N+](C(C)C)([O-])=O.CO. The yield is 0.690. The reactants are CN([CH2:4][C:5]1[C:9]2[CH:10]=[CH:11][CH:12]=[C:13]([N+:14]([O-:16])=[O:15])[C:8]=2[NH:7][CH:6]=1)C.COS(OC)(=O)=O.C[O-].[Na+]. (3) The catalyst is ClCCl.O. The yield is 0.629. The reactants are Cl.[NH2:2][C:3](=[NH:15])[N:4]1[CH2:9][CH2:8][CH:7]([C:10]([O:12][CH2:13][CH3:14])=[O:11])[CH2:6][CH2:5]1.[Cl:16][C:17]([SH:20])(Cl)Cl.[OH-].[Na+]. The product is [Cl:16][C:17]1[S:20][N:2]=[C:3]([N:4]2[CH2:5][CH2:6][CH:7]([C:10]([O:12][CH2:13][CH3:14])=[O:11])[CH2:8][CH2:9]2)[N:15]=1. (4) The reactants are [CH:1]12[CH2:13][CH:9]([CH2:10][NH:11][CH2:12]1)[CH2:8][C:7]1[CH:6]=[CH:5][CH:4]=[CH:3][C:2]2=1.C(N(CC)CC)C.[C:21](O[C:21]([C:23]([F:26])([F:25])[F:24])=[O:22])([C:23]([F:26])([F:25])[F:24])=[O:22].Cl. The catalyst is C(Cl)Cl. The product is [CH:1]12[CH2:13][CH:9]([CH2:10][N:11]([C:21](=[O:22])[C:23]([F:26])([F:25])[F:24])[CH2:12]1)[CH2:8][C:7]1[CH:6]=[CH:5][CH:4]=[CH:3][C:2]2=1. The yield is 0.990.